Dataset: Forward reaction prediction with 1.9M reactions from USPTO patents (1976-2016). Task: Predict the product of the given reaction. (1) Given the reactants [OH:1][CH2:2][C:3]([CH3:29])([CH3:28])[CH2:4][NH:5][C:6]([C:8]1[C:16]2[C:11](=[N:12][CH:13]=[C:14]([CH:17]3[CH2:19][CH2:18]3)[N:15]=2)[N:10]([CH2:20][O:21][CH2:22][CH2:23][Si:24]([CH3:27])([CH3:26])[CH3:25])[CH:9]=1)=[O:7].C(N(CC)C(C)C)(C)C.[CH3:39][S:40](Cl)(=[O:42])=[O:41].Cl, predict the reaction product. The product is: [CH:17]1([C:14]2[N:15]=[C:16]3[C:8]([C:6]([NH:5][CH2:4][C:3]([CH3:29])([CH3:28])[CH2:2][O:1][S:40]([CH3:39])(=[O:42])=[O:41])=[O:7])=[CH:9][N:10]([CH2:20][O:21][CH2:22][CH2:23][Si:24]([CH3:26])([CH3:25])[CH3:27])[C:11]3=[N:12][CH:13]=2)[CH2:19][CH2:18]1. (2) Given the reactants [OH:1][C:2]1[CH:3]=[C:4]([C:8]2[N:9]=[N:10][N:11]([CH2:13][C:14]([O:16]CC)=[O:15])[CH:12]=2)[CH:5]=[CH:6][CH:7]=1.[OH-].[Na+], predict the reaction product. The product is: [OH2:1].[OH:1][C:2]1[CH:3]=[C:4]([C:8]2[N:9]=[N:10][N:11]([CH2:13][C:14]([OH:16])=[O:15])[CH:12]=2)[CH:5]=[CH:6][CH:7]=1. (3) Given the reactants [NH2:1][C:2]1[S:3][C@:4]2([C:19]([O:21]C)=O)[C@H:6]([C@:7]([C:10]3[CH:15]=[C:14]([NH2:16])[CH:13]=[C:12]([F:17])[C:11]=3[F:18])([CH3:9])[N:8]=1)[CH2:5]2.[C:23](OC(=O)N(C1S[C@]2(C(=O)C)[C@H]([C@](C3C=CC=C(F)C=3F)(C)N=1)C2)COCC[Si](C)(C)C)(C)(C)C, predict the reaction product. The product is: [NH2:1][C:2]1[S:3][C@:4]2([C:19](=[O:21])[CH3:23])[C@H:6]([C@:7]([C:10]3[CH:15]=[C:14]([NH2:16])[CH:13]=[C:12]([F:17])[C:11]=3[F:18])([CH3:9])[N:8]=1)[CH2:5]2. (4) Given the reactants [CH3:1][O:2][C:3](=[O:12])[C:4]1[CH:9]=[CH:8][C:7]([OH:10])=[C:6]([Cl:11])[CH:5]=1.[F:13][C:14]([F:27])([F:26])[S:15](O[S:15]([C:14]([F:27])([F:26])[F:13])(=[O:17])=[O:16])(=[O:17])=[O:16].C(=O)(O)[O-].[Na+], predict the reaction product. The product is: [CH3:1][O:2][C:3](=[O:12])[C:4]1[CH:9]=[CH:8][C:7]([O:10][S:15]([C:14]([F:27])([F:26])[F:13])(=[O:17])=[O:16])=[C:6]([Cl:11])[CH:5]=1. (5) Given the reactants BrC1C=CC(O)=C(C2C=[CH:16][C:15]3[C:10](=[CH:11][CH:12]=[C:13]([C:18]4[N:22]([CH:23]5[CH2:28][CH2:27][CH2:26][CH2:25][CH2:24]5)[C:21]5[CH:29]=[CH:30][C:31]([C:33]([OH:35])=[O:34])=[CH:32][C:20]=5[N:19]=4)[CH:14]=3)[N:9]=2)C=1.[OH:37][C:38]1[CH:43]=[C:42]([O:44][CH3:45])[CH:41]=[C:40]([O:46][CH3:47])[C:39]=1[C:48](=O)[CH3:49].[OH-].[K+], predict the reaction product. The product is: [CH:23]1([N:22]2[C:21]3[CH:29]=[CH:30][C:31]([C:33]([OH:35])=[O:34])=[CH:32][C:20]=3[N:19]=[C:18]2[C:13]2[CH:14]=[C:15]3[C:10](=[CH:11][CH:12]=2)[N:9]=[C:48]([C:39]2[C:40]([O:46][CH3:47])=[CH:41][C:42]([O:44][CH3:45])=[CH:43][C:38]=2[OH:37])[CH:49]=[CH:16]3)[CH2:24][CH2:25][CH2:26][CH2:27][CH2:28]1. (6) Given the reactants [C:1]([C:4]1[CH:5]=[C:6]([NH:10]C(=O)C(F)(F)F)[CH:7]=[CH:8][CH:9]=1)(=[O:3])[CH3:2].[N+:17]([O-])([OH:19])=[O:18], predict the reaction product. The product is: [C:1]([C:4]1[CH:5]=[C:6]([NH2:10])[CH:7]=[CH:8][C:9]=1[N+:17]([O-:19])=[O:18])(=[O:3])[CH3:2].